Regression. Given two drug SMILES strings and cell line genomic features, predict the synergy score measuring deviation from expected non-interaction effect. From a dataset of NCI-60 drug combinations with 297,098 pairs across 59 cell lines. Synergy scores: CSS=30.8, Synergy_ZIP=5.88, Synergy_Bliss=5.73, Synergy_Loewe=-17.9, Synergy_HSA=0.839. Drug 1: CC1=C(C=C(C=C1)C(=O)NC2=CC(=CC(=C2)C(F)(F)F)N3C=C(N=C3)C)NC4=NC=CC(=N4)C5=CN=CC=C5. Cell line: CAKI-1. Drug 2: CC1C(C(CC(O1)OC2CC(CC3=C2C(=C4C(=C3O)C(=O)C5=C(C4=O)C(=CC=C5)OC)O)(C(=O)CO)O)N)O.Cl.